This data is from Full USPTO retrosynthesis dataset with 1.9M reactions from patents (1976-2016). The task is: Predict the reactants needed to synthesize the given product. (1) Given the product [OH:28][NH:27][C:25](=[O:26])[C:24]([CH3:33])([S:29]([CH3:32])(=[O:31])=[O:30])[CH2:23][CH2:22][C:19]1[CH:20]=[N:21][C:16]([C:6]2[CH:11]=[CH:10][CH:9]=[CH:8][CH:7]=2)=[CH:17][CH:18]=1, predict the reactants needed to synthesize it. The reactants are: C(=O)(O)[O-].[Na+].[C:6]1(B(O)O)[CH:11]=[CH:10][CH:9]=[CH:8][CH:7]=1.Br[C:16]1[N:21]=[CH:20][C:19]([CH2:22][CH2:23][C:24]([CH3:33])([S:29]([CH3:32])(=[O:31])=[O:30])[C:25]([NH:27][OH:28])=[O:26])=[CH:18][CH:17]=1.CN(C=O)C.O. (2) Given the product [NH2:3][C:6]1[CH:11]=[CH:10][C:9]([N:12]([CH2:15][CH2:16][C:17]2[CH:22]=[CH:21][CH:20]=[CH:19][N:18]=2)[CH:13]=[O:14])=[CH:8][CH:7]=1, predict the reactants needed to synthesize it. The reactants are: [Cl-].[NH4+].[N+:3]([C:6]1[CH:11]=[CH:10][C:9]([N:12]([CH2:15][CH2:16][C:17]2[CH:22]=[CH:21][CH:20]=[CH:19][N:18]=2)[CH:13]=[O:14])=[CH:8][CH:7]=1)([O-])=O.